From a dataset of Peptide-MHC class I binding affinity with 185,985 pairs from IEDB/IMGT. Regression. Given a peptide amino acid sequence and an MHC pseudo amino acid sequence, predict their binding affinity value. This is MHC class I binding data. (1) The peptide sequence is LYLYALIYFL. The MHC is HLA-A30:02 with pseudo-sequence HLA-A30:02. The binding affinity (normalized) is 0.182. (2) The peptide sequence is FKDLFVVYR. The binding affinity (normalized) is 0.426. The MHC is HLA-A02:01 with pseudo-sequence HLA-A02:01. (3) The peptide sequence is IVYLIDCER. The MHC is HLA-A31:01 with pseudo-sequence HLA-A31:01. The binding affinity (normalized) is 0.585. (4) The peptide sequence is RYQRMTGGY. The MHC is HLA-A02:01 with pseudo-sequence HLA-A02:01. The binding affinity (normalized) is 0.0847. (5) The peptide sequence is DLSLGNQEL. The MHC is HLA-A69:01 with pseudo-sequence HLA-A69:01. The binding affinity (normalized) is 0.0847. (6) The peptide sequence is EPVDPRLEPW. The MHC is HLA-B35:01 with pseudo-sequence HLA-B35:01. The binding affinity (normalized) is 0.0551.